This data is from Full USPTO retrosynthesis dataset with 1.9M reactions from patents (1976-2016). The task is: Predict the reactants needed to synthesize the given product. (1) Given the product [CH3:33][N:21]([CH2:20][C:14]1[C:13]2[C:17](=[CH:18][CH:19]=[C:11]([O:10][CH:7]3[CH2:6][CH2:5][N:4]([C:1](=[O:3])[CH3:2])[CH2:9][CH2:8]3)[CH:12]=2)[NH:16][N:15]=1)[CH2:22][CH2:23][NH:24][CH3:25].[C:34]([OH:40])([C:36]([F:39])([F:38])[F:37])=[O:35], predict the reactants needed to synthesize it. The reactants are: [C:1]([N:4]1[CH2:9][CH2:8][CH:7]([O:10][C:11]2[CH:12]=[C:13]3[C:17](=[CH:18][CH:19]=2)[NH:16][N:15]=[C:14]3[CH2:20][N:21]([CH3:33])[CH2:22][CH2:23][N:24](C)[C:25](=O)OC(C)(C)C)[CH2:6][CH2:5]1)(=[O:3])[CH3:2].[C:34]([OH:40])([C:36]([F:39])([F:38])[F:37])=[O:35]. (2) The reactants are: C(OC([NH:8][C@@H:9]([CH2:18][S:19][CH2:20][C:21]1[CH:26]=[CH:25][C:24]([O:27][CH3:28])=[CH:23][CH:22]=1)[CH2:10][O:11][C:12](=[O:17])[C:13]([CH3:16])([CH3:15])[CH3:14])=O)(C)(C)C.Cl.O1CCOCC1. Given the product [NH2:8][C@@H:9]([CH2:18][S:19][CH2:20][C:21]1[CH:26]=[CH:25][C:24]([O:27][CH3:28])=[CH:23][CH:22]=1)[CH2:10][O:11][C:12](=[O:17])[C:13]([CH3:16])([CH3:15])[CH3:14], predict the reactants needed to synthesize it. (3) Given the product [C:1]1([C:7]2[N:11]=[C:10]([N:12]3[CH2:16][CH2:15][C@H:14]([NH2:17])[CH2:13]3)[O:9][N:8]=2)[CH:2]=[CH:3][CH:4]=[CH:5][CH:6]=1, predict the reactants needed to synthesize it. The reactants are: [C:1]1([C:7]2[N:11]=[C:10]([N:12]3[CH2:16][CH2:15][C@H:14]([NH:17]C(=O)OC(C)(C)C)[CH2:13]3)[O:9][N:8]=2)[CH:6]=[CH:5][CH:4]=[CH:3][CH:2]=1.FC(F)(F)C(O)=O. (4) Given the product [C:22](=[O:23])([O:11][CH2:10][C:8]1[CH:9]=[C:4]2[CH:3]=[CH:2][NH:1][C:5]2=[N:6][CH:7]=1)[O:24][C:25]1[CH:26]=[CH:27][C:28]([N+:31]([O-:33])=[O:32])=[CH:29][CH:30]=1, predict the reactants needed to synthesize it. The reactants are: [NH:1]1[C:5]2=[N:6][CH:7]=[C:8]([CH2:10][OH:11])[CH:9]=[C:4]2[CH:3]=[CH:2]1.C(N(CC)C(C)C)(C)C.Cl[C:22]([O:24][C:25]1[CH:30]=[CH:29][C:28]([N+:31]([O-:33])=[O:32])=[CH:27][CH:26]=1)=[O:23].